Dataset: Full USPTO retrosynthesis dataset with 1.9M reactions from patents (1976-2016). Task: Predict the reactants needed to synthesize the given product. (1) Given the product [CH3:11][O:12][C:13]([CH:15]1[CH2:20][CH2:19][CH:18]([CH2:21][N:6]2[CH:7]=[CH:8][C:4]([N+:1]([O-:3])=[O:2])=[N:5]2)[CH2:17][CH2:16]1)=[O:14], predict the reactants needed to synthesize it. The reactants are: [N+:1]([C:4]1[CH:8]=[CH:7][NH:6][N:5]=1)([O-:3])=[O:2].[H-].[Na+].[CH3:11][O:12][C:13]([CH:15]1[CH2:20][CH2:19][CH:18]([CH2:21]OS(C2C=CC(C)=CC=2)(=O)=O)[CH2:17][CH2:16]1)=[O:14]. (2) Given the product [CH3:24][O:23][C:20]1[CH:21]=[CH:22][C:17]([C@H:15]2[CH2:16][C@@H:14]2[CH2:13][O:12][C:3]2[C:2]([C:33]3[CH:34]=[N:35][N:36]([CH2:38][CH2:39][OH:40])[CH:37]=3)=[CH:11][C:10]3[C:5](=[CH:6][CH:7]=[CH:8][N:9]=3)[N:4]=2)=[N:18][CH:19]=1, predict the reactants needed to synthesize it. The reactants are: Br[C:2]1[C:3]([O:12][CH2:13][C@H:14]2[CH2:16][C@@H:15]2[C:17]2[CH:22]=[CH:21][C:20]([O:23][CH3:24])=[CH:19][N:18]=2)=[N:4][C:5]2[C:10]([CH:11]=1)=[N:9][CH:8]=[CH:7][CH:6]=2.CC1(C)C(C)(C)OB([C:33]2[CH:34]=[N:35][N:36]([CH2:38][CH2:39][OH:40])[CH:37]=2)O1.P([O-])([O-])([O-])=O.[K+].[K+].[K+].COC1C=CC=C(OC)C=1C1C=CC=CC=1P(C1CCCCC1)C1CCCCC1. (3) The reactants are: [CH2:1](C([Sn])=C(CCCC)CCCC)[CH2:2]CC.[CH3:16][C:17]([NH:28][C:29](=[O:38])[C:30]1[C:35]([F:36])=[CH:34][CH:33]=[CH:32][C:31]=1[F:37])([CH3:27])[C:18](=[O:26])[C:19]1[CH:24]=[CH:23][C:22](Br)=[CH:21][CH:20]=1. Given the product [CH3:16][C:17]([NH:28][C:29](=[O:38])[C:30]1[C:35]([F:36])=[CH:34][CH:33]=[CH:32][C:31]=1[F:37])([CH3:27])[C:18](=[O:26])[C:19]1[CH:24]=[CH:23][C:22]([CH:1]=[CH2:2])=[CH:21][CH:20]=1, predict the reactants needed to synthesize it. (4) Given the product [CH3:22][O:21][C:19](=[O:20])[C:18]([C:4]1([O:3][C:25]([S:27][CH3:29])=[S:26])[CH2:7][N:6]([C:8]([O:10][CH2:11][C:12]2[CH:17]=[CH:16][CH:15]=[CH:14][CH:13]=2)=[O:9])[CH2:5]1)([CH3:24])[CH3:23], predict the reactants needed to synthesize it. The reactants are: [H-].[Na+].[OH:3][C:4]1([C:18]([CH3:24])([CH3:23])[C:19]([O:21][CH3:22])=[O:20])[CH2:7][N:6]([C:8]([O:10][CH2:11][C:12]2[CH:17]=[CH:16][CH:15]=[CH:14][CH:13]=2)=[O:9])[CH2:5]1.[C:25](=[S:27])=[S:26].I[CH3:29]. (5) The reactants are: [Cl:1][C:2]1[N:7]=[C:6]([CH:8]=[O:9])[C:5]2[C:10]([N:32]3[CH2:37][CH2:36][O:35][CH2:34][CH2:33]3)=[N:11][N:12]([C:13]([C:26]3[CH:31]=[CH:30][CH:29]=[CH:28][CH:27]=3)([C:20]3[CH:25]=[CH:24][CH:23]=[CH:22][CH:21]=3)[C:14]3[CH:19]=[CH:18][CH:17]=[CH:16][CH:15]=3)[C:4]=2[CH:3]=1.[BH4-].[Na+]. Given the product [Cl:1][C:2]1[N:7]=[C:6]([CH2:8][OH:9])[C:5]2[C:10]([N:32]3[CH2:37][CH2:36][O:35][CH2:34][CH2:33]3)=[N:11][N:12]([C:13]([C:20]3[CH:21]=[CH:22][CH:23]=[CH:24][CH:25]=3)([C:26]3[CH:31]=[CH:30][CH:29]=[CH:28][CH:27]=3)[C:14]3[CH:15]=[CH:16][CH:17]=[CH:18][CH:19]=3)[C:4]=2[CH:3]=1, predict the reactants needed to synthesize it. (6) Given the product [C:1]([O:5][C:6]([C:8]1[C:9]([C:14]2[CH:19]=[CH:18][C:17]([CH2:20][N:21]3[C:25]([CH:26]=[O:27])=[C:24]([CH:39]=[CH2:40])[N:23]=[C:22]3[O:29][CH2:30][CH3:31])=[C:16]([F:32])[CH:15]=2)=[CH:10][CH:11]=[CH:12][CH:13]=1)=[O:7])([CH3:4])([CH3:3])[CH3:2], predict the reactants needed to synthesize it. The reactants are: [C:1]([O:5][C:6]([C:8]1[C:9]([C:14]2[CH:19]=[CH:18][C:17]([CH2:20][N:21]3[C:25]([CH:26]=[O:27])=[C:24](Br)[N:23]=[C:22]3[O:29][CH2:30][CH3:31])=[C:16]([F:32])[CH:15]=2)=[CH:10][CH:11]=[CH:12][CH:13]=1)=[O:7])([CH3:4])([CH3:3])[CH3:2].B1(C=C)OB([CH:39]=[CH2:40])OB(C=C)O1.C1C=CN=CC=1.C(=O)([O-])[O-].[K+].[K+].COCCOC. (7) Given the product [Cl:19][C:11]1[C:12]([N:14]([CH:16]([CH3:18])[CH3:17])[CH3:15])=[CH:13][C:8]2[N:7]=[C:23]([C:24]3[CH:29]=[CH:28][CH:27]=[C:26]([C:30]4[CH:35]=[CH:34][N:33]=[C:32]([CH2:36][OH:37])[CH:31]=4)[CH:25]=3)[CH2:22][C:21](=[O:45])[NH:20][C:9]=2[CH:10]=1, predict the reactants needed to synthesize it. The reactants are: C(OC(=O)[NH:7][C:8]1[CH:13]=[C:12]([N:14]([CH:16]([CH3:18])[CH3:17])[CH3:15])[C:11]([Cl:19])=[CH:10][C:9]=1[NH:20][C:21](=[O:45])[CH2:22][C:23](=O)[C:24]1[CH:29]=[CH:28][CH:27]=[C:26]([C:30]2[CH:35]=[CH:34][N:33]=[C:32]([CH2:36][O:37]C3CCCCO3)[CH:31]=2)[CH:25]=1)(C)(C)C.C(O)(C(F)(F)F)=O.